From a dataset of Peptide-MHC class I binding affinity with 185,985 pairs from IEDB/IMGT. Regression. Given a peptide amino acid sequence and an MHC pseudo amino acid sequence, predict their binding affinity value. This is MHC class I binding data. (1) The peptide sequence is MQKFTILEY. The MHC is HLA-A33:01 with pseudo-sequence HLA-A33:01. The binding affinity (normalized) is 0. (2) The peptide sequence is YLEKANKI. The MHC is HLA-A02:01 with pseudo-sequence HLA-A02:01. The binding affinity (normalized) is 0.130. (3) The peptide sequence is RIKTRLFTI. The MHC is HLA-A24:02 with pseudo-sequence HLA-A24:02. The binding affinity (normalized) is 0.313. (4) The peptide sequence is PDFNELFQL. The binding affinity (normalized) is 0. The MHC is HLA-B45:01 with pseudo-sequence HLA-B45:01. (5) The peptide sequence is KRLRLIHLL. The MHC is Mamu-B08 with pseudo-sequence Mamu-B08. The binding affinity (normalized) is 0.946. (6) The peptide sequence is TALANTIEVF. The binding affinity (normalized) is 0.470. The MHC is Mamu-A01 with pseudo-sequence Mamu-A01. (7) The peptide sequence is PRGAPERQR. The MHC is HLA-A02:01 with pseudo-sequence HLA-A02:01. The binding affinity (normalized) is 0. (8) The peptide sequence is RTDNGGWAH. The MHC is HLA-B18:01 with pseudo-sequence HLA-B18:01. The binding affinity (normalized) is 0.0847.